Dataset: Forward reaction prediction with 1.9M reactions from USPTO patents (1976-2016). Task: Predict the product of the given reaction. Given the reactants O=P(Cl)(Cl)[Cl:3].[CH3:6][O:7][C:8]1[CH:9]=[C:10]([CH:13]=[C:14]([O:16][CH3:17])[CH:15]=1)[CH2:11]O.[OH-].[Na+].CN([CH:23]=[O:24])C, predict the reaction product. The product is: [Cl:3][CH2:11][C:10]1[CH:9]=[C:8]([O:7][CH3:6])[CH:15]=[C:14]([O:16][CH3:17])[C:13]=1[CH:23]=[O:24].